Task: Predict the product of the given reaction.. Dataset: Forward reaction prediction with 1.9M reactions from USPTO patents (1976-2016) (1) Given the reactants [CH3:1][C:2]1[CH:7]=[C:6](C)[CH:5]=[CH:4][N+:3]=1[O-].[CH3:10][C:11]([O:13]C(C)=O)=[O:12], predict the reaction product. The product is: [C:11]([O:13][CH2:1][C:2]1[CH:7]=[CH:6][CH:5]=[CH:4][N:3]=1)(=[O:12])[CH3:10]. (2) Given the reactants [CH3:1][C:2]([O:17][Si:18]([CH3:21])([CH3:20])[CH3:19])([CH2:15][CH3:16])[C:3]#[C:4][Si:5]([CH3:14])([CH3:13])[CH2:6][CH2:7][SiH2:8][CH:9]=C(C)C.[CH2:22]=[CH:23][C:24]1[CH:29]=[CH:28][CH:27]=[CH:26][CH:25]=1.[C:30]1(C)C=CC=CC=1, predict the reaction product. The product is: [CH3:1][C:2]([O:17][Si:18]([CH3:19])([CH3:20])[CH3:21])([CH2:15][CH3:16])[C:3]#[C:4][Si:5]([CH3:13])([CH3:14])[CH2:6][CH2:7][Si:8](/[CH:22]=[CH:23]/[C:24]1[CH:29]=[CH:28][CH:27]=[CH:26][CH:25]=1)([CH3:9])[CH3:30]. (3) Given the reactants C(OC([N:8]1[CH2:13][CH2:12][C:11]([C:16]2[CH:21]=[CH:20][C:19]([Cl:22])=[CH:18][CH:17]=2)([C:14]#[N:15])[CH2:10][CH2:9]1)=O)(C)(C)C.Cl, predict the reaction product. The product is: [Cl:22][C:19]1[CH:20]=[CH:21][C:16]([C:11]2([C:14]#[N:15])[CH2:12][CH2:13][NH:8][CH2:9][CH2:10]2)=[CH:17][CH:18]=1. (4) Given the reactants F[C:2]1[CH:9]=[CH:8][C:5]([C:6]#[N:7])=[CH:4][CH:3]=1.Cl.[F:11][C@H:12]1[CH2:16][CH2:15][NH:14][CH2:13]1.C([O-])([O-])=O.[K+].[K+], predict the reaction product. The product is: [F:11][C@H:12]1[CH2:16][CH2:15][N:14]([C:2]2[CH:9]=[CH:8][C:5]([C:6]#[N:7])=[CH:4][CH:3]=2)[CH2:13]1. (5) Given the reactants [OH:1][CH:2]1[CH2:7][CH2:6][N:5]([CH3:8])[CH2:4][CH2:3]1.[CH2:9]([N:17]1[CH:21]=[C:20]([C:22]([F:25])([F:24])[F:23])[N:19]=[C:18]1[CH:26]=O)[CH2:10][C:11]1[CH:16]=[CH:15][CH:14]=[CH:13][CH:12]=1.[CH2:28]([N:36]1[C:40]([C:41]([F:44])([F:43])[F:42])=[CH:39][N:38]=[C:37]1[CH:45]=[O:46])[CH2:29][C:30]1[CH:35]=[CH:34][CH:33]=[CH:32][CH:31]=1.[OH-].[Na+], predict the reaction product. The product is: [CH3:8][N:5]1[CH2:6][CH2:7][CH:2]([O:1][CH:26]2[C:12]3[CH:13]=[CH:14][CH:15]=[CH:16][C:11]=3[CH2:10][CH2:9][N:17]3[C:18]2=[N:19][C:20]([C:22]([F:25])([F:24])[F:23])=[CH:21]3)[CH2:3][CH2:4]1.[CH3:8][N:5]1[CH2:6][CH2:7][CH:2]([O:46][CH:45]2[C:31]3[CH:32]=[CH:33][CH:34]=[CH:35][C:30]=3[CH2:29][CH2:28][N:36]3[C:37]2=[N:38][CH:39]=[C:40]3[C:41]([F:44])([F:43])[F:42])[CH2:3][CH2:4]1. (6) Given the reactants [CH2:1]([C:3]1[CH:8]=[C:7]([O:9]COCC[Si](C)(C)C)[C:6]([F:18])=[CH:5][C:4]=1[C:19]1[N:24]=[C:23]([NH:25][CH2:26][C:27]2[CH:32]=[CH:31][CH:30]=[CH:29][C:28]=2[N:33]([CH3:43])[S:34]([C:37]2[CH:42]=[CH:41][CH:40]=[CH:39][CH:38]=2)(=[O:36])=[O:35])[C:22]2[C:44](I)=[N:45][N:46](COCC[Si](C)(C)C)[C:21]=2[CH:20]=1)[CH3:2].C1C[CH2:65][N:64]2C(=NCCC2)CC1.CN1CC[O:71]CC1.C(OC(Cl)=O)C(C)C.N, predict the reaction product. The product is: [CH2:1]([C:3]1[CH:8]=[C:7]([OH:9])[C:6]([F:18])=[CH:5][C:4]=1[C:19]1[N:24]=[C:23]([NH:25][CH2:26][C:27]2[CH:32]=[CH:31][CH:30]=[CH:29][C:28]=2[N:33]([CH3:43])[S:34]([C:37]2[CH:38]=[CH:39][CH:40]=[CH:41][CH:42]=2)(=[O:35])=[O:36])[C:22]2[C:44]([C:65]([NH2:64])=[O:71])=[N:45][NH:46][C:21]=2[CH:20]=1)[CH3:2]. (7) Given the reactants [CH3:1][O:2][C:3]1[CH:17]=[CH:16][C:6]2[N:7]=[N:8][N:9]([CH2:12][C:13]([OH:15])=O)[C:10](=[O:11])[C:5]=2[CH:4]=1.[F:18][C:19]([F:31])([F:30])[O:20][C:21]1[CH:26]=[CH:25][C:24]([C@@H:27]([NH2:29])[CH3:28])=[CH:23][CH:22]=1, predict the reaction product. The product is: [CH3:1][O:2][C:3]1[CH:17]=[CH:16][C:6]2[N:7]=[N:8][N:9]([CH2:12][C:13]([NH:29][C@H:27]([C:24]3[CH:23]=[CH:22][C:21]([O:20][C:19]([F:18])([F:30])[F:31])=[CH:26][CH:25]=3)[CH3:28])=[O:15])[C:10](=[O:11])[C:5]=2[CH:4]=1.